The task is: Predict the product of the given reaction.. This data is from Forward reaction prediction with 1.9M reactions from USPTO patents (1976-2016). Given the reactants [CH3:1][O:2][C:3]1[CH:4]=[CH:5][C:6]2[S:12][CH2:11][CH2:10][N:9]([C:13](=[O:18])[C:14]([O:16]C)=[O:15])[CH2:8][C:7]=2[CH:19]=1.Cl, predict the reaction product. The product is: [CH3:1][O:2][C:3]1[CH:4]=[CH:5][C:6]2[S:12][CH2:11][CH2:10][N:9]([C:13](=[O:18])[C:14]([OH:16])=[O:15])[CH2:8][C:7]=2[CH:19]=1.